This data is from Forward reaction prediction with 1.9M reactions from USPTO patents (1976-2016). The task is: Predict the product of the given reaction. (1) Given the reactants [C:1]([C:3]1[CH:8]=[CH:7][CH:6]=[CH:5][C:4]=1[C:9]1[CH:17]=[CH:16][C:12]([C:13]([OH:15])=O)=[C:11]([NH:18][CH2:19][CH2:20][C:21]2[CH:26]=[CH:25][CH:24]=[C:23]([F:27])[CH:22]=2)[N:10]=1)#[N:2].[NH2:28][CH2:29][C@@H:30]1[NH:34][C:33](=[O:35])[CH2:32][CH2:31]1.C1C=CC2N(O)N=NC=2C=1.CN(C(ON1N=NC2C=CC=CC1=2)=[N+](C)C)C.F[P-](F)(F)(F)(F)F, predict the reaction product. The product is: [C:1]([C:3]1[CH:8]=[CH:7][CH:6]=[CH:5][C:4]=1[C:9]1[CH:17]=[CH:16][C:12]([C:13]([NH:28][CH2:29][C@H:30]2[CH2:31][CH2:32][C:33](=[O:35])[NH:34]2)=[O:15])=[C:11]([NH:18][CH2:19][CH2:20][C:21]2[CH:26]=[CH:25][CH:24]=[C:23]([F:27])[CH:22]=2)[N:10]=1)#[N:2]. (2) Given the reactants C([O:5][CH2:6][C:7]1[CH:8]=[C:9]([CH2:15][N:16]2[C:21](=[O:22])[C:20]([O:23][C:24]3[CH:25]=[C:26]([CH:29]=[C:30]([Cl:32])[CH:31]=3)[C:27]#[N:28])=[C:19]([C:33]([F:36])([F:35])[F:34])[N:18]=[CH:17]2)[N:10]=[N:11][C:12]=1[O:13][CH3:14])(C)(C)C.C(O)(C(F)(F)F)=O, predict the reaction product. The product is: [Cl:32][C:30]1[CH:29]=[C:26]([CH:25]=[C:24]([O:23][C:20]2[C:21](=[O:22])[N:16]([CH2:15][C:9]3[N:10]=[N:11][C:12]([O:13][CH3:14])=[C:7]([CH2:6][OH:5])[CH:8]=3)[CH:17]=[N:18][C:19]=2[C:33]([F:36])([F:34])[F:35])[CH:31]=1)[C:27]#[N:28].